From a dataset of Reaction yield outcomes from USPTO patents with 853,638 reactions. Predict the reaction yield, written as a fraction of the theoretical maximum amount of product (1.0 means a 100% yield; for example, 0.34 means a 34% yield). (1) The reactants are [OH:1][C:2]1[CH:7]=[CH:6][C:5]([C:8]2[NH:9][C:10](=[O:23])[C:11]3[C:16]([C:17]=2[N+:18]([O-:20])=[O:19])=[CH:15][CH:14]=[C:13]([O:21][CH3:22])[CH:12]=3)=[CH:4][CH:3]=1.[C:24]([O-:27])([O-])=[O:25].[K+].[K+]. The catalyst is CN(C=O)C.O. The product is [C:24](=[O:25])([O:1][C:2]1[CH:7]=[CH:6][C:5]([C:8]2[NH:9][C:10](=[O:23])[C:11]3[C:16]([C:17]=2[N+:18]([O-:20])=[O:19])=[CH:15][CH:14]=[C:13]([O:21][CH3:22])[CH:12]=3)=[CH:4][CH:3]=1)[O:27][C:5]([CH3:8])([CH3:6])[CH3:4]. The yield is 1.00. (2) The reactants are BrC1C=C(N2C3=NC=CC(C4[O:20]C=CC=4)=C3C(C(C)C)=N2)C=CC=1C#N.[OH:27][C@H:28]1[CH2:33][CH2:32][C@H:31]([NH:34][C:35]2[CH:42]=[C:41]([N:43]3[C:47]4=[N:48][CH:49]=[CH:50][C:51]([C:52]5[O:53][CH:54]=[CH:55][CH:56]=5)=[C:46]4[C:45]([CH:57]([CH3:59])[CH3:58])=[N:44]3)[CH:40]=[CH:39][C:36]=2[C:37]#[N:38])[CH2:30][CH2:29]1. No catalyst specified. The product is [OH:27][C@H:28]1[CH2:33][CH2:32][C@H:31]([NH:34][C:35]2[CH:42]=[C:41]([N:43]3[C:47]4=[N:48][CH:49]=[CH:50][C:51]([C:52]5[O:53][CH:54]=[CH:55][CH:56]=5)=[C:46]4[C:45]([CH:57]([CH3:59])[CH3:58])=[N:44]3)[CH:40]=[CH:39][C:36]=2[C:37]([NH2:38])=[O:20])[CH2:30][CH2:29]1. The yield is 0.590. (3) The reactants are [CH2:1]([N:8]1[CH2:20][C@@H:19]2[C@H:10]([NH:11][C:12](=O)[C:13]3[C:14]([CH3:21])=[CH:15][CH:16]=[CH:17][C:18]=32)[CH2:9]1)[C:2]1[CH:7]=[CH:6][CH:5]=[CH:4][CH:3]=1.[H-].[Al+3].[Li+].[H-].[H-].[H-]. The catalyst is C1COCC1. The product is [CH2:1]([N:8]1[CH2:20][C@@H:19]2[C@H:10]([NH:11][CH2:12][C:13]3[C:14]([CH3:21])=[CH:15][CH:16]=[CH:17][C:18]=32)[CH2:9]1)[C:2]1[CH:3]=[CH:4][CH:5]=[CH:6][CH:7]=1. The yield is 0.440. (4) The reactants are C(OC([NH:8][C@H:9]([C:11]([NH:13][CH:14]1[N:20]=[C:19]([C:21]2[CH:26]=[CH:25][CH:24]=[CH:23][CH:22]=2)[C:18]2[CH:27]=[CH:28][CH:29]=[CH:30][C:17]=2[N:16]([CH2:31][C:32](=[O:39])[C:33]2[CH:38]=[CH:37][CH:36]=[CH:35][CH:34]=2)[C:15]1=[O:40])=[O:12])[CH3:10])=O)(C)(C)C.C(O)(C(F)(F)F)=O.C(Cl)Cl. No catalyst specified. The product is [NH2:8][C@H:9]([C:11]([NH:13][CH:14]1[N:20]=[C:19]([C:21]2[CH:26]=[CH:25][CH:24]=[CH:23][CH:22]=2)[C:18]2[CH:27]=[CH:28][CH:29]=[CH:30][C:17]=2[N:16]([CH2:31][C:32](=[O:39])[C:33]2[CH:38]=[CH:37][CH:36]=[CH:35][CH:34]=2)[C:15]1=[O:40])=[O:12])[CH3:10]. The yield is 0.940.